From a dataset of Catalyst prediction with 721,799 reactions and 888 catalyst types from USPTO. Predict which catalyst facilitates the given reaction. Reactant: O=[C:2]([CH2:13][CH2:14][CH2:15][C:16]1([C:21]2[CH:26]=[CH:25][CH:24]=[CH:23][CH:22]=2)[O:20][CH2:19][CH2:18][O:17]1)[CH2:3][C:4]([NH:6]C1C=CC=CC=1)=[O:5].[NH2:27]N. Product: [C:21]1([C:16]2([CH2:15][CH2:14][CH2:13][C:2]3[CH2:3][C:4](=[O:5])[NH:6][N:27]=3)[O:20][CH2:19][CH2:18][O:17]2)[CH:26]=[CH:25][CH:24]=[CH:23][CH:22]=1. The catalyst class is: 1.